This data is from Full USPTO retrosynthesis dataset with 1.9M reactions from patents (1976-2016). The task is: Predict the reactants needed to synthesize the given product. (1) Given the product [Cl:1][CH2:2][C:3]([N:7]1[CH2:12][CH2:11][CH2:10][C@@H:9]([NH:13][C:14]2[C:19](=[O:20])[NH:18][CH:17]=[C:16]([C:21]3[CH:26]=[CH:25][N:24]=[CH:23][CH:22]=3)[CH:15]=2)[CH2:8]1)=[O:4], predict the reactants needed to synthesize it. The reactants are: [Cl:1][CH2:2][C:3](Cl)=[O:4].Cl.[NH:7]1[CH2:12][CH2:11][CH2:10][C@@H:9]([NH:13][C:14]2[C:19](=[O:20])[NH:18][CH:17]=[C:16]([C:21]3[CH:26]=[CH:25][N:24]=[CH:23][CH:22]=3)[CH:15]=2)[CH2:8]1.C(N(CC)CC)C. (2) The reactants are: Cl.[C@@H:2]1([N:11]2[CH:18]=[N:17][C:15]([NH2:16])=[N:14][C:12]2=[O:13])[O:10][C@H:7]([CH2:8][OH:9])[C@@H:5]([OH:6])[C@H:3]1[OH:4].C(N(CC)CC)C. Given the product [C@@H:2]1([N:11]2[CH:18]=[N:17][C:15]([NH2:16])=[N:14][C:12]2=[O:13])[O:10][C@H:7]([CH2:8][OH:9])[C@@H:5]([OH:6])[C@H:3]1[OH:4], predict the reactants needed to synthesize it. (3) Given the product [I:35][CH2:12][C:13]12[CH2:20][CH2:19][C:16]([C:21]3[CH:26]=[CH:25][CH:24]=[C:23]([O:27][C:28]4[CH:33]=[CH:32][CH:31]=[CH:30][CH:29]=4)[CH:22]=3)([CH2:17][CH2:18]1)[O:15][CH2:14]2, predict the reactants needed to synthesize it. The reactants are: CC1C=CC(S(O[CH2:12][C:13]23[CH2:20][CH2:19][C:16]([C:21]4[CH:26]=[CH:25][CH:24]=[C:23]([O:27][C:28]5[CH:33]=[CH:32][CH:31]=[CH:30][CH:29]=5)[CH:22]=4)([CH2:17][CH2:18]2)[O:15][CH2:14]3)(=O)=O)=CC=1.[Na+].[I-:35].